From a dataset of TCR-epitope binding with 47,182 pairs between 192 epitopes and 23,139 TCRs. Binary Classification. Given a T-cell receptor sequence (or CDR3 region) and an epitope sequence, predict whether binding occurs between them. (1) The epitope is FLPRVFSAV. The TCR CDR3 sequence is CAWSVVTDEHNEQFF. Result: 0 (the TCR does not bind to the epitope). (2) The epitope is YYRRATRRIR. The TCR CDR3 sequence is CASSLSNRERDYSETQYF. Result: 0 (the TCR does not bind to the epitope).